From a dataset of Full USPTO retrosynthesis dataset with 1.9M reactions from patents (1976-2016). Predict the reactants needed to synthesize the given product. Given the product [F:1][C:2]1[C:3]([C:9]2[N:13]([CH:14]3[CH2:19][CH2:18][O:17][CH2:16][CH2:15]3)[C:12]([CH3:20])=[N:11][CH:10]=2)=[N:4][C:5]([NH:8][C:22]2[CH:27]=[CH:26][C:25]([S:28]([N:31]3[CH2:32][CH2:33][N:34]([CH3:37])[CH2:35][CH2:36]3)(=[O:29])=[O:30])=[C:24]([CH3:38])[CH:23]=2)=[N:6][CH:7]=1, predict the reactants needed to synthesize it. The reactants are: [F:1][C:2]1[C:3]([C:9]2[N:13]([CH:14]3[CH2:19][CH2:18][O:17][CH2:16][CH2:15]3)[C:12]([CH3:20])=[N:11][CH:10]=2)=[N:4][C:5]([NH2:8])=[N:6][CH:7]=1.Br[C:22]1[CH:27]=[CH:26][C:25]([S:28]([N:31]2[CH2:36][CH2:35][N:34]([CH3:37])[CH2:33][CH2:32]2)(=[O:30])=[O:29])=[C:24]([CH3:38])[CH:23]=1.C([O-])([O-])=O.[Cs+].[Cs+].CC(C1C=C(C(C)C)C(C2C=CC=CC=2P(C2CCCCC2)C2CCCCC2)=C(C(C)C)C=1)C.